This data is from NCI-60 drug combinations with 297,098 pairs across 59 cell lines. The task is: Regression. Given two drug SMILES strings and cell line genomic features, predict the synergy score measuring deviation from expected non-interaction effect. (1) Drug 1: CC1C(C(=O)NC(C(=O)N2CCCC2C(=O)N(CC(=O)N(C(C(=O)O1)C(C)C)C)C)C(C)C)NC(=O)C3=C4C(=C(C=C3)C)OC5=C(C(=O)C(=C(C5=N4)C(=O)NC6C(OC(=O)C(N(C(=O)CN(C(=O)C7CCCN7C(=O)C(NC6=O)C(C)C)C)C)C(C)C)C)N)C. Drug 2: C1C(C(OC1N2C=NC3=C2NC=NCC3O)CO)O. Cell line: NCI-H226. Synergy scores: CSS=9.88, Synergy_ZIP=-1.50, Synergy_Bliss=3.79, Synergy_Loewe=-7.89, Synergy_HSA=2.08. (2) Drug 1: COCCOC1=C(C=C2C(=C1)C(=NC=N2)NC3=CC=CC(=C3)C#C)OCCOC. Drug 2: B(C(CC(C)C)NC(=O)C(CC1=CC=CC=C1)NC(=O)C2=NC=CN=C2)(O)O. Cell line: NCIH23. Synergy scores: CSS=58.8, Synergy_ZIP=0.956, Synergy_Bliss=-1.31, Synergy_Loewe=-2.38, Synergy_HSA=0.655.